From a dataset of Reaction yield outcomes from USPTO patents with 853,638 reactions. Predict the reaction yield, written as a fraction of the theoretical maximum amount of product (1.0 means a 100% yield; for example, 0.34 means a 34% yield). (1) The reactants are [C:1]([C:5]1[CH:6]=[C:7]([N+:14]([O-:16])=[O:15])[C:8]([OH:13])=[C:9]([CH:12]=1)[C:10]#[N:11])([CH3:4])([CH3:3])[CH3:2].[CH:17](N(CC)C(C)C)(C)C.C[Si](C=[N+]=[N-])(C)C. The catalyst is CO.C(#N)C. The product is [C:1]([C:5]1[CH:6]=[C:7]([N+:14]([O-:16])=[O:15])[C:8]([O:13][CH3:17])=[C:9]([CH:12]=1)[C:10]#[N:11])([CH3:4])([CH3:2])[CH3:3]. The yield is 0.990. (2) The reactants are [NH:1]1[C:9]2[C:4](=[CH:5][CH:6]=[C:7]([C:10]([OH:12])=O)[CH:8]=2)[CH:3]=[CH:2]1.C(N1C=CN=C1)(N1C=CN=C1)=O.C(OC(OC(OC(C)(C)C)=O)=O)(C)(C)C.[CH3:40][N:41]([CH3:46])[S:42]([NH2:45])(=[O:44])=[O:43].[OH-].[Na+].Cl. The catalyst is C1COCC1. The product is [CH3:40][N:41]([CH3:46])[S:42]([NH:45][C:10]([C:7]1[CH:8]=[C:9]2[C:4]([CH:3]=[CH:2][NH:1]2)=[CH:5][CH:6]=1)=[O:12])(=[O:44])=[O:43]. The yield is 0.800. (3) The reactants are C[O:2][C:3](=[O:37])[CH2:4][N:5]([S:29]([NH:32][C:33]([CH3:36])([CH3:35])[CH3:34])(=[O:31])=[O:30])[CH2:6][C:7]1[CH:12]=[CH:11][C:10]([O:13][CH2:14][CH2:15][C:16]2[N:17]=[C:18]([C:22]3[CH:27]=[CH:26][C:25]([CH3:28])=[CH:24][CH:23]=3)[O:19][C:20]=2[CH3:21])=[CH:9][CH:8]=1.O.[OH-].[Li+]. No catalyst specified. The product is [C:33]([NH:32][S:29]([N:5]([CH2:4][C:3]([OH:37])=[O:2])[CH2:6][C:7]1[CH:8]=[CH:9][C:10]([O:13][CH2:14][CH2:15][C:16]2[N:17]=[C:18]([C:22]3[CH:23]=[CH:24][C:25]([CH3:28])=[CH:26][CH:27]=3)[O:19][C:20]=2[CH3:21])=[CH:11][CH:12]=1)(=[O:30])=[O:31])([CH3:36])([CH3:34])[CH3:35]. The yield is 0.990. (4) The reactants are [N:1]1[C:10]2[C:5](=[CH:6][CH:7]=[CH:8][C:9]=2[C:11]([OH:13])=[O:12])[CH:4]=[CH:3][CH:2]=1.S(=O)(=O)(O)O.[CH2:19](O)[CH3:20]. No catalyst specified. The product is [N:1]1[C:10]2[C:5](=[CH:6][CH:7]=[CH:8][C:9]=2[C:11]([O:13][CH2:19][CH3:20])=[O:12])[CH:4]=[CH:3][CH:2]=1. The yield is 0.340. (5) The reactants are [F:1][C:2]1[CH:3]=[CH:4][C:5]([N+:9]([O-:11])=[O:10])=[C:6]([OH:8])[CH:7]=1.I[CH:13]([CH3:15])[CH3:14].C(=O)([O-])[O-].[K+].[K+]. The product is [F:1][C:2]1[CH:3]=[CH:4][C:5]([N+:9]([O-:11])=[O:10])=[C:6]([O:8][CH:13]([CH3:15])[CH3:14])[CH:7]=1. The yield is 1.00. The catalyst is CC(C)=O. (6) The reactants are [C:1]([O:5][C:6]([CH3:9])([CH3:8])[CH3:7])(=[O:4])[CH:2]=[CH2:3].[CH:10]([N:13]([CH:16]([CH3:18])C)[CH2:14][CH3:15])([CH3:12])C.[CH3:19]C1C=CC=CC=1P(C1C=CC=CC=1C)C1C=CC=CC=1C.Br[C:42]1[CH:43]=[C:44]2[NH:50][C:49](=[O:51])[NH:48][C:45]2=[N:46][CH:47]=1.[C:52](#[N:55])CC. The catalyst is CN(C)C=O.C([O-])(=O)C.[Pd+2].C([O-])(=O)C. The product is [CH3:52][N:55]1[CH2:15][CH2:14][N:13]([CH2:10][CH2:12][N:50]2[CH2:19][C:44]3[CH:43]=[C:42](/[CH:3]=[CH:2]/[C:1]([O:5][C:6]([CH3:9])([CH3:8])[CH3:7])=[O:4])[CH:47]=[N:46][C:45]=3[NH:48][C:49]2=[O:51])[CH2:16][CH2:18]1. The yield is 0.560. (7) The reactants are [CH2:1]([N:8]1[CH2:13][CH2:12][N:11]([C:14](=[NH:16])[NH2:15])[CH2:10][CH2:9]1)[C:2]1[CH:7]=[CH:6][CH:5]=[CH:4][CH:3]=1.[Cl:17][C:18]([SH:21])(Cl)Cl.[OH-].[Na+]. The catalyst is C(Cl)Cl.O. The product is [CH2:1]([N:8]1[CH2:9][CH2:10][N:11]([C:14]2[N:15]=[C:18]([Cl:17])[S:21][N:16]=2)[CH2:12][CH2:13]1)[C:2]1[CH:3]=[CH:4][CH:5]=[CH:6][CH:7]=1. The yield is 0.296. (8) The reactants are [CH3:1][C:2]1([C:17]2[CH:18]=[C:19]([NH2:23])[CH:20]=[CH:21][CH:22]=2)[CH:7]2[CH:3]1[CH2:4][N:5]([CH2:8][CH2:9][CH2:10][C:11]1[CH:16]=[CH:15][CH:14]=[CH:13][CH:12]=1)[CH2:6]2.[CH3:24][S:25]([Cl:28])(=[O:27])=[O:26]. The catalyst is CC(C)=O. The product is [ClH:28].[CH3:1][C:2]1([C:17]2[CH:18]=[C:19]([NH:23][S:25]([CH3:24])(=[O:27])=[O:26])[CH:20]=[CH:21][CH:22]=2)[CH:3]2[CH:7]1[CH2:6][N:5]([CH2:8][CH2:9][CH2:10][C:11]1[CH:16]=[CH:15][CH:14]=[CH:13][CH:12]=1)[CH2:4]2. The yield is 0.870. (9) The reactants are FC(F)(F)C1C=C(NC(=O)NC2C=CC(C3SC(CCC(OC)=O)=NC=3)=CC=2)C=CC=1.[NH2:32][C:33]1[CH:38]=[CH:37][C:36]([C:39]2[S:43][C:42]([CH:44]3[CH2:49][CH2:48][N:47]([C:50]([O:52][C:53]([CH3:56])([CH3:55])[CH3:54])=[O:51])[CH2:46][CH2:45]3)=[N:41][CH:40]=2)=[CH:35][CH:34]=1.[F:57][C:58]1[CH:63]=[C:62]([F:64])[CH:61]=[CH:60][C:59]=1[N:65]=[C:66]=[O:67]. No catalyst specified. The product is [F:57][C:58]1[CH:63]=[C:62]([F:64])[CH:61]=[CH:60][C:59]=1[NH:65][C:66](=[O:67])[NH:32][C:33]1[CH:34]=[CH:35][C:36]([C:39]2[S:43][C:42]([CH:44]3[CH2:45][CH2:46][N:47]([C:50]([O:52][C:53]([CH3:56])([CH3:55])[CH3:54])=[O:51])[CH2:48][CH2:49]3)=[N:41][CH:40]=2)=[CH:37][CH:38]=1. The yield is 0.870. (10) The reactants are [OH:1][C@H:2]1[CH2:22][CH2:21][C@@:20]2([CH3:23])[C:4](=[CH:5][CH2:6][C@@H:7]3[C@@H:19]2[CH2:18][CH2:17][C@@:16]2([CH3:24])[C@H:8]3[CH2:9][CH:10]=[C:11]2[C:12](=[N:14][OH:15])[CH3:13])[CH2:3]1.[H-].[Na+].Cl.Cl[CH2:29][CH2:30][N:31]1[CH2:36][CH2:35][CH2:34][CH2:33][CH2:32]1. The catalyst is CN(C=O)C. The product is [N:31]1([CH2:30][CH2:29][O:15][N:14]=[C:12]([C:11]2[C@:16]3([CH3:24])[C@H:8]([C@H:7]4[C@H:19]([CH2:18][CH2:17]3)[C@:20]3([CH3:23])[C:4]([CH2:3][C@@H:2]([OH:1])[CH2:22][CH2:21]3)=[CH:5][CH2:6]4)[CH2:9][CH:10]=2)[CH3:13])[CH2:36][CH2:35][CH2:34][CH2:33][CH2:32]1. The yield is 0.680.